From a dataset of Reaction yield outcomes from USPTO patents with 853,638 reactions. Predict the reaction yield, written as a fraction of the theoretical maximum amount of product (1.0 means a 100% yield; for example, 0.34 means a 34% yield). (1) The reactants are [Li][CH2:2]CCC.[C:6]([O:10][C:11]([N:13]1[C:21]2[C:16](=[CH:17][C:18]([CH:22]=O)=[CH:19][CH:20]=2)[CH:15]=[CH:14]1)=[O:12])([CH3:9])([CH3:8])[CH3:7].[Cl-].[NH4+]. The catalyst is [Br-].C[P+](C1C=CC=CC=1)(C1C=CC=CC=1)C1C=CC=CC=1.C1COCC1. The product is [C:6]([O:10][C:11]([N:13]1[C:21]2[C:16](=[CH:17][C:18]([CH:22]=[CH2:2])=[CH:19][CH:20]=2)[CH:15]=[CH:14]1)=[O:12])([CH3:9])([CH3:8])[CH3:7]. The yield is 1.00. (2) The reactants are [Cl:1][C:2]1[CH:7]=[CH:6][C:5]([C:8]2([OH:35])[CH2:13][CH2:12][N:11]([CH2:14][CH2:15][CH:16]=[C:17]3[C:23]4[CH:24]=[CH:25][CH:26]=[N:27][C:22]=4[CH2:21][O:20][C:19]4[CH:28]=[CH:29][C:30]([OH:32])=[CH:31][C:18]3=4)[CH2:10][C:9]2([CH3:34])[CH3:33])=[CH:4][CH:3]=1.[H-].[Na+].CN(C)[CH:40]=[O:41]. No catalyst specified. The product is [CH2:19]([O:20][C:40](=[O:41])[C:2]([O:32][C:30]1[CH:29]=[CH:28][C:19]2[O:20][CH2:21][C:22]3[N:27]=[CH:26][CH:25]=[CH:24][C:23]=3[C:17](=[CH:16][CH2:15][CH2:14][N:11]3[CH2:12][CH2:13][C:8]([C:5]4[CH:6]=[CH:7][C:2]([Cl:1])=[CH:3][CH:4]=4)([OH:35])[C:9]([CH3:33])([CH3:34])[CH2:10]3)[C:18]=2[CH:31]=1)([CH3:7])[CH3:3])[CH3:18]. The yield is 0.760. (3) The product is [Cl:1][C:2]1[CH:9]=[CH:8][CH:7]=[C:6]2[C:3]=1[CH:4]=[C:27]([C:25]([OH:26])=[O:24])[C:28](=[O:29])[N:10]2[CH:11]([CH3:13])[CH3:12]. The yield is 0.140. The catalyst is CO. The reactants are [Cl:1][C:2]1[CH:9]=[CH:8][CH:7]=[C:6]([NH:10][CH:11]([CH3:13])[CH3:12])[C:3]=1[CH:4]=O.C(N)CN.C(O)(=O)C.CC1(C)O[C:28](=[O:29])[CH2:27][C:25](=[O:26])[O:24]1.